This data is from Catalyst prediction with 721,799 reactions and 888 catalyst types from USPTO. The task is: Predict which catalyst facilitates the given reaction. (1) Reactant: [K:1].C([O:9][C:10]1[CH:15]=[C:14]([O:16][C:17]2[CH:22]=[CH:21][CH:20]=[CH:19][CH:18]=2)[CH:13]=[CH:12][C:11]=1[N:23]1[S:27](=[O:29])(=[O:28])[NH:26][C:25](=[O:30])[CH2:24]1)C1C=CC=CC=1. Product: [K:1].[OH:9][C:10]1[CH:15]=[C:14]([O:16][C:17]2[CH:18]=[CH:19][CH:20]=[CH:21][CH:22]=2)[CH:13]=[CH:12][C:11]=1[N:23]1[S:27](=[O:29])(=[O:28])[NH:26][C:25](=[O:30])[CH2:24]1. The catalyst class is: 522. (2) Reactant: [CH2:1]([N:8]1[CH2:12][CH2:11][C:10](=O)[CH2:9]1)[C:2]1[CH:7]=[CH:6][CH:5]=[CH:4][CH:3]=1.CC1[N:20]=CC(COP(O)(O)=O)=C(C=O)C=1O.P([O-])([O-])([O-])=O.[K+].[K+].[K+]. Product: [CH2:1]([N:8]1[CH2:12][CH2:11][CH:10]([NH2:20])[CH2:9]1)[C:2]1[CH:7]=[CH:6][CH:5]=[CH:4][CH:3]=1. The catalyst class is: 6. (3) Reactant: [CH3:1][CH:2]([CH3:14])[CH2:3][S:4]([C:6]1[CH:7]=[C:8]([CH2:12][OH:13])[CH:9]=[CH:10][CH:11]=1)=[O:5].CC(OI1(OC(C)=O)(OC(C)=O)OC(=O)C2C=CC=CC1=2)=O. Product: [CH3:1][CH:2]([CH3:14])[CH2:3][S:4]([C:6]1[CH:7]=[C:8]([CH:9]=[CH:10][CH:11]=1)[CH:12]=[O:13])=[O:5]. The catalyst class is: 2. (4) The catalyst class is: 24. Reactant: [Cl:1][C:2]1[C:7](=[O:8])[N:6](C2CCCCO2)[N:5]=[CH:4][C:3]=1[O:15][C:16]1[CH:23]=[CH:22][CH:21]=[CH:20][C:17]=1[C:18]#[N:19].Cl. Product: [Cl:1][C:2]1[C:7](=[O:8])[NH:6][N:5]=[CH:4][C:3]=1[O:15][C:16]1[CH:23]=[CH:22][CH:21]=[CH:20][C:17]=1[C:18]#[N:19]. (5) Reactant: [Cl:1][C:2]1[CH:7]=[CH:6][C:5](B(O)O)=[CH:4][CH:3]=1.[N+:11]([C:14]1[CH:22]=[CH:21][C:17]([C:18](Cl)=[O:19])=[CH:16][CH:15]=1)([O-:13])=[O:12].[O-]P([O-])([O-])=O.[K+].[K+].[K+]. Product: [Cl:1][C:2]1[CH:7]=[CH:6][C:5]([C:18]([C:17]2[CH:16]=[CH:15][C:14]([N+:11]([O-:13])=[O:12])=[CH:22][CH:21]=2)=[O:19])=[CH:4][CH:3]=1. The catalyst class is: 747. (6) Reactant: [F:1][C:2]1[C:11]2[O:12][CH2:13][C@@H:14]([CH2:15][N:16]3[CH2:20][C@@H:19]([OH:21])[C@@H:18]([CH2:22][NH:23]C(=O)OCC4C=CC=CC=4)[CH2:17]3)[N:9]3[C:10]=2[C:5]([CH:6]=[CH:7][C:8]3=[O:34])=[CH:4][CH:3]=1.[H][H]. Product: [NH2:23][CH2:22][C@@H:18]1[C@H:19]([OH:21])[CH2:20][N:16]([CH2:15][C@H:14]2[N:9]3[C:10]4[C:5]([CH:6]=[CH:7][C:8]3=[O:34])=[CH:4][CH:3]=[C:2]([F:1])[C:11]=4[O:12][CH2:13]2)[CH2:17]1. The catalyst class is: 29. (7) Reactant: [Cl:1][C:2]1[N:7]=[C:6]([NH:8][C:9]2[CH:17]=[C:16]3[C:12]([C:13]([CH3:18])=[N:14][NH:15]3)=[CH:11][CH:10]=2)[CH:5]=[CH:4][N:3]=1.C(N(CC)CC)C.C(#N)C.[C:29](O[C:29]([O:31][C:32]([CH3:35])([CH3:34])[CH3:33])=[O:30])([O:31][C:32]([CH3:35])([CH3:34])[CH3:33])=[O:30]. Product: [Cl:1][C:2]1[N:7]=[C:6]([NH:8][C:9]2[CH:17]=[C:16]3[C:12]([C:13]([CH3:18])=[N:14][N:15]3[C:29]([O:31][C:32]([CH3:35])([CH3:34])[CH3:33])=[O:30])=[CH:11][CH:10]=2)[CH:5]=[CH:4][N:3]=1. The catalyst class is: 136. (8) The catalyst class is: 2. Reactant: [CH3:1][O:2][C:3](=[O:20])[C:4]1[CH:9]=[C:8]([CH:10]=C)[C:7]([C:12]([F:15])([F:14])[F:13])=[CH:6][C:5]=1[NH:16][C:17](=[O:19])[CH3:18].[O:21]=[O+][O-].O=O.CSC.C1(P(C2C=CC=CC=2)C2C=CC=CC=2)C=CC=CC=1. Product: [CH3:1][O:2][C:3](=[O:20])[C:4]1[CH:9]=[C:8]([CH:10]=[O:21])[C:7]([C:12]([F:15])([F:14])[F:13])=[CH:6][C:5]=1[NH:16][C:17](=[O:19])[CH3:18]. (9) Reactant: [Cl:1][C:2]1[CH:7]=[CH:6][CH:5]=[C:4]([Cl:8])[C:3]=1[C:9]1[C:13]([CH2:14]O)=[C:12]([CH:16]([CH3:18])[CH3:17])[O:11][N:10]=1.S(Cl)([Cl:21])=O. Product: [Cl:21][CH2:14][C:13]1[C:9]([C:3]2[C:2]([Cl:1])=[CH:7][CH:6]=[CH:5][C:4]=2[Cl:8])=[N:10][O:11][C:12]=1[CH:16]([CH3:18])[CH3:17]. The catalyst class is: 4. (10) Reactant: Cl.[O:2]=[C:3]1[NH:12][C:11]2[N:10]=[CH:9][C:8](/[CH:13]=[CH:14]/[C:15]([OH:17])=O)=[CH:7][C:6]=2[CH2:5][CH2:4]1.F[C:19](F)(F)C(O)=O.[NH:25]1[CH2:29][CH2:28][CH2:27][C@@H:26]1[C:30]1[O:31][C:32]2[CH:38]=[CH:37][CH:36]=[CH:35][C:33]=2[N:34]=1.CCN(C(C)C)C(C)C.CCN=C=NCCCN(C)C. Product: [O:31]1[C:32]2[CH:38]=[CH:37][CH:36]=[CH:35][C:33]=2[N:34]=[C:30]1[CH:26]1[CH2:19][CH2:27][CH2:28][CH2:29][N:25]1[C:15](=[O:17])/[CH:14]=[CH:13]/[C:8]1[CH:7]=[C:6]2[C:11](=[N:10][CH:9]=1)[NH:12][C:3](=[O:2])[CH2:4][CH2:5]2. The catalyst class is: 241.